Dataset: Reaction yield outcomes from USPTO patents with 853,638 reactions. Task: Predict the reaction yield, written as a fraction of the theoretical maximum amount of product (1.0 means a 100% yield; for example, 0.34 means a 34% yield). (1) The reactants are [SH:1][C:2]1[NH:3][C:4]2[C:9]([CH:10]=1)=[CH:8][CH:7]=[CH:6][CH:5]=2.Cl[N:12]1[CH:17]=[CH:16][CH:15]=[C:14]([O:18][CH3:19])[NH:13]1.C(=O)([O-])[O-].[K+].[K+]. The catalyst is CC(C)=O. The product is [CH3:19][O:18][C:14]1[N:13]=[N:12][C:17]([S:1][C:2]2[NH:3][C:4]3[C:9]([CH:10]=2)=[CH:8][CH:7]=[CH:6][CH:5]=3)=[CH:16][CH:15]=1. The yield is 0.310. (2) The reactants are C(OC([NH:11][C:12]12[CH2:20][CH2:19][CH:16]([CH2:17][CH2:18]1)[CH2:15][N:14]1[C:21](=[O:31])[C:22]([OH:30])=[C:23]([C:25]([O:27][CH2:28][CH3:29])=[O:26])[N:24]=[C:13]21)=O)C1C=CC=CC=1.Cl.[H][H]. The catalyst is C(O)C.[Pd]. The product is [NH2:11][C:12]12[CH2:18][CH2:17][CH:16]([CH2:19][CH2:20]1)[CH2:15][N:14]1[C:21](=[O:31])[C:22]([OH:30])=[C:23]([C:25]([O:27][CH2:28][CH3:29])=[O:26])[N:24]=[C:13]21. The yield is 0.910.